Dataset: Full USPTO retrosynthesis dataset with 1.9M reactions from patents (1976-2016). Task: Predict the reactants needed to synthesize the given product. (1) Given the product [CH3:25][O:26][CH2:27][O:1][C:2]1[CH:7]=[CH:6][CH:5]=[CH:4][C:3]=1[C:8]1[CH:9]=[CH:10][CH:11]=[CH:12][CH:13]=1, predict the reactants needed to synthesize it. The reactants are: [OH:1][C:2]1[CH:7]=[CH:6][CH:5]=[CH:4][C:3]=1[C:8]1[CH:13]=[CH:12][CH:11]=[CH:10][CH:9]=1.C1(C)C=CC(S(O)(=O)=O)=CC=1.[CH3:25][O:26][C:27](OC)(C)C. (2) Given the product [CH3:20][O:21][C:22]1[C:29]([CH3:30])=[C:28]([O:31][CH3:32])[CH:27]=[CH:26][C:23]=1[CH:24]1[C:10]2[C:11](=[CH:13][CH:14]=[C:8]([O:1][C:2]3[CH:3]=[CH:4][CH:5]=[CH:6][CH:7]=3)[CH:9]=2)[NH:12][CH:16]([C:15]([OH:19])=[O:18])[CH2:25]1, predict the reactants needed to synthesize it. The reactants are: [O:1]([C:8]1[CH:14]=[CH:13][C:11]([NH2:12])=[CH:10][CH:9]=1)[C:2]1[CH:7]=[CH:6][CH:5]=[CH:4][CH:3]=1.[C:15]([OH:19])(=[O:18])[CH:16]=O.[CH3:20][O:21][C:22]1[C:29]([CH3:30])=[C:28]([O:31][CH3:32])[CH:27]=[CH:26][C:23]=1[CH:24]=[CH2:25].